From a dataset of Reaction yield outcomes from USPTO patents with 853,638 reactions. Predict the reaction yield, written as a fraction of the theoretical maximum amount of product (1.0 means a 100% yield; for example, 0.34 means a 34% yield). (1) The reactants are [NH2:1][C:2]1[CH:7]=[CH:6][C:5]([N:8]2[C:12]([NH:13][C:14]([NH:16][C:17]3[CH:22]=[CH:21][C:20]([O:23][C:24]4[CH:29]=[CH:28][N:27]=[CH:26][CH:25]=4)=[CH:19][CH:18]=3)=[O:15])=[CH:11][C:10]([C:30]([CH3:33])([CH3:32])[CH3:31])=[N:9]2)=[CH:4][CH:3]=1.[CH3:34][C:35]1([CH3:42])[CH2:40][C:39](=[O:41])[O:38][C:36]1=[O:37]. The catalyst is C1COCC1.CCOCC. The product is [C:30]([C:10]1[CH:11]=[C:12]([NH:13][C:14]([NH:16][C:17]2[CH:22]=[CH:21][C:20]([O:23][C:24]3[CH:25]=[CH:26][N:27]=[CH:28][CH:29]=3)=[CH:19][CH:18]=2)=[O:15])[N:8]([C:5]2[CH:6]=[CH:7][C:2]([NH:1][C:39](=[O:41])[CH2:40][C:35]([CH3:42])([CH3:34])[C:36]([OH:38])=[O:37])=[CH:3][CH:4]=2)[N:9]=1)([CH3:33])([CH3:32])[CH3:31]. The yield is 0.850. (2) The yield is 0.972. The catalyst is C(Cl)Cl. The reactants are [Br:1][C:2]1[CH:8]=[C:7]([O:9]C)[C:5]([NH2:6])=[CH:4][C:3]=1[Cl:11].B(Br)(Br)Br. The product is [NH2:6][C:5]1[CH:4]=[C:3]([Cl:11])[C:2]([Br:1])=[CH:8][C:7]=1[OH:9]. (3) The reactants are C1(P(C2CCCCC2)C2C=CC=CC=2C2C(OC)=CC=CC=2OC)CCCCC1.Cl[C:31]1[CH:32]=[N:33][C:34]2[C:35](=[O:44])[NH:36][CH:37]([O:42][CH3:43])[CH:38]([F:41])[C:39]=2[CH:40]=1.[CH3:45][N:46](C=O)C. The catalyst is [C-]#N.[Zn+2].[C-]#N. The product is [F:41][CH:38]1[CH:37]([O:42][CH3:43])[NH:36][C:35](=[O:44])[C:34]2[N:33]=[CH:32][C:31]([C:45]#[N:46])=[CH:40][C:39]1=2. The yield is 0.728. (4) The reactants are [N+:1]([C:4]1[CH:5]=[N:6][CH:7]=[CH:8][C:9]=1[NH2:10])([O-:3])=[O:2].CC([O-])=O.[Na+].[Br:16]Br.C([O-])(O)=O.[Na+]. The catalyst is O.C(O)(=O)C. The product is [Br:16][C:8]1[CH:7]=[N:6][CH:5]=[C:4]([N+:1]([O-:3])=[O:2])[C:9]=1[NH2:10]. The yield is 0.770. (5) The reactants are [O:1]1[CH:5]=[CH:4][CH:3]=[C:2]1[C:6](=O)[CH2:7][C:8]1[CH:9]=[CH:10][C:11](=[O:15])[N:12]([CH3:14])[CH:13]=1.[CH3:17]OC(OC)N(C)C.Cl.[NH2:26][C:27]([NH2:29])=[NH:28].N12CCCN=C1CCCCC2. The catalyst is CC(O)C.CN(C)C=O. The product is [NH2:28][C:27]1[N:29]=[C:6]([C:2]2[O:1][CH:5]=[CH:4][CH:3]=2)[C:7]([C:8]2[CH:9]=[CH:10][C:11](=[O:15])[N:12]([CH3:14])[CH:13]=2)=[CH:17][N:26]=1. The yield is 0.841. (6) The catalyst is C(#N)C. The yield is 0.910. The reactants are [CH2:1]([C:3]1[CH:11]=[CH:10][C:9]([C:12]2[N:13]([C:23]([O:25][C:26]([CH3:29])([CH3:28])[CH3:27])=[O:24])[C:14]3[C:19]([CH:20]=2)=[CH:18][C:17]([CH:21]=O)=[CH:16][CH:15]=3)=[C:8]2[C:4]=1[CH2:5][NH:6][C:7]2=[O:30])[CH3:2].[OH:31][CH2:32][CH2:33][N:34]1[CH2:39][CH2:38][NH:37][CH2:36][CH2:35]1.C(O)(=O)C.C(O[BH-](OC(=O)C)OC(=O)C)(=O)C.[Na+].Cl. The product is [CH2:1]([C:3]1[CH:11]=[CH:10][C:9]([C:12]2[N:13]([C:23]([O:25][C:26]([CH3:29])([CH3:28])[CH3:27])=[O:24])[C:14]3[C:19]([CH:20]=2)=[CH:18][C:17]([CH2:21][N:37]2[CH2:38][CH2:39][N:34]([CH2:33][CH2:32][OH:31])[CH2:35][CH2:36]2)=[CH:16][CH:15]=3)=[C:8]2[C:4]=1[CH2:5][NH:6][C:7]2=[O:30])[CH3:2]. (7) The reactants are [CH3:1][O:2][C:3](=[CH:7][C:8]1[CH:13]=[CH:12][C:11]([N+:14]([O-])=O)=[CH:10][CH:9]=1)[C:4]([OH:6])=[O:5].C1COCC1. The catalyst is CO.[Pd]. The product is [CH3:1][O:2][CH:3]([CH2:7][C:8]1[CH:9]=[CH:10][C:11]([NH2:14])=[CH:12][CH:13]=1)[C:4]([OH:6])=[O:5]. The yield is 0.880. (8) The reactants are [OH:1][CH2:2][C:3]1[CH:8]=[CH:7][C:6](C2C=CC=C(S(C3C=C4C(=C(C)C=3)N=CC(C(N)=O)=C4NC3C=CC=C(OC)C=3)(=O)=O)C=2)=[CH:5][CH:4]=1.Br[C:42]1[CH:47]=[CH:46][C:45]([S:48]([C:51]2[CH:52]=[C:53]3[C:58](=[C:59]([CH3:61])[CH:60]=2)[N:57]=[CH:56][C:55]([C:62]([NH2:64])=[O:63])=[C:54]3[NH:65][C:66]2[CH:71]=[CH:70][CH:69]=[C:68]([O:72][CH3:73])[CH:67]=2)(=[O:50])=[O:49])=[CH:44][CH:43]=1. No catalyst specified. The product is [OH:1][CH2:2][C:3]1[CH:8]=[CH:7][C:6]([C:42]2[CH:47]=[CH:46][C:45]([S:48]([C:51]3[CH:52]=[C:53]4[C:58](=[C:59]([CH3:61])[CH:60]=3)[N:57]=[CH:56][C:55]([C:62]([NH2:64])=[O:63])=[C:54]4[NH:65][C:66]3[CH:71]=[CH:70][CH:69]=[C:68]([O:72][CH3:73])[CH:67]=3)(=[O:50])=[O:49])=[CH:44][CH:43]=2)=[CH:5][CH:4]=1. The yield is 0.770. (9) The reactants are [I:1][CH2:2][CH2:3][C:4]([OH:6])=[O:5].[N:7]1[C:16]2[C:11](=[CH:12][CH:13]=[CH:14][CH:15]=2)[CH:10]=[CH:9][CH:8]=1. The catalyst is O1CCOCC1.CCCCCC.CC(C)=O. The product is [I-:1].[C:4]([CH2:3][CH2:2][N+:7]1[C:16]2[C:11](=[CH:12][CH:13]=[CH:14][CH:15]=2)[CH:10]=[CH:9][CH:8]=1)([OH:6])=[O:5]. The yield is 0.730. (10) The reactants are [NH:1]1[CH2:6][CH2:5][CH2:4][CH2:3][CH2:2]1.Cl[C:8]1[C:9]([O:18][C:19]([F:22])([F:21])[F:20])=[CH:10][C:11]([N+:15]([O-:17])=[O:16])=[C:12]([NH2:14])[CH:13]=1. The catalyst is O. The product is [N+:15]([C:11]1[CH:10]=[C:9]([O:18][C:19]([F:20])([F:21])[F:22])[C:8]([N:1]2[CH2:6][CH2:5][CH2:4][CH2:3][CH2:2]2)=[CH:13][C:12]=1[NH2:14])([O-:17])=[O:16]. The yield is 0.999.